From a dataset of Full USPTO retrosynthesis dataset with 1.9M reactions from patents (1976-2016). Predict the reactants needed to synthesize the given product. (1) Given the product [C:1]([O:5][C:6](=[O:29])[NH:7][C@H:8]([CH2:17][NH2:18])[C@H:9]([F:16])[C:10]1[CH:15]=[CH:14][CH:13]=[CH:12][CH:11]=1)([CH3:4])([CH3:2])[CH3:3], predict the reactants needed to synthesize it. The reactants are: [C:1]([O:5][C:6](=[O:29])[NH:7][C@H:8]([CH2:17][N:18]1C(=O)C2C(=CC=CC=2)C1=O)[C@H:9]([F:16])[C:10]1[CH:15]=[CH:14][CH:13]=[CH:12][CH:11]=1)([CH3:4])([CH3:3])[CH3:2].O.NN. (2) Given the product [F:1][C:2]1[CH:3]=[C:4]([CH:5]=[C:6]([F:8])[CH:7]=1)[O:9][C:11]1[CH:12]=[CH:13][C:14]([N+:26]([O-:28])=[O:27])=[C:15]([CH2:17][NH:18][C:19](=[O:25])[O:20][C:21]([CH3:24])([CH3:22])[CH3:23])[CH:16]=1, predict the reactants needed to synthesize it. The reactants are: [F:1][C:2]1[CH:3]=[C:4]([OH:9])[CH:5]=[C:6]([F:8])[CH:7]=1.Cl[C:11]1[CH:12]=[CH:13][C:14]([N+:26]([O-:28])=[O:27])=[C:15]([CH2:17][NH:18][C:19](=[O:25])[O:20][C:21]([CH3:24])([CH3:23])[CH3:22])[CH:16]=1.[H-].[Na+]. (3) Given the product [CH3:4][CH:3]([CH2:5][N:6]([S:30]([C:33]1[CH:38]=[CH:37][C:36]([NH2:39])=[CH:35][CH:34]=1)(=[O:32])=[O:31])[CH2:7][C@@H:8]([OH:29])[C@@H:9]([NH:17][C:18]([O:20][C@@H:21]1[C@@H:25]2[CH2:26][CH2:27][O:28][C@@H:24]2[O:23][CH2:22]1)=[O:19])[CH2:10][C:11]1[CH:16]=[CH:15][CH:14]=[CH:13][CH:12]=1)[CH3:2], predict the reactants needed to synthesize it. The reactants are: N.[CH3:2][CH:3]([CH2:5][N:6]([S:30]([C:33]1[CH:34]=[CH:35][C:36]([NH2:39])=[CH:37][CH:38]=1)(=[O:32])=[O:31])[CH2:7][C@@H:8]([OH:29])[C@@H:9]([NH:17][C:18]([O:20][C@@H:21]1[C@@H:25]2[CH2:26][CH2:27][O:28][C@@H:24]2[O:23][CH2:22]1)=[O:19])[CH2:10][C:11]1[CH:12]=[CH:13][CH:14]=[CH:15][CH:16]=1)[CH3:4].C([O-])(=O)CC. (4) Given the product [CH2:22]1[C:31]2[C:26](=[CH:27][CH:28]=[CH:29][CH:30]=2)[CH2:25][CH2:24][N:23]1[CH2:3][C@H:2]([OH:1])[CH2:4][O:5][C:6]1[CH:11]=[CH:10][CH:9]=[C:8]([C:12]2[CH:13]=[CH:14][CH:15]=[C:16]3[C:21]=2[N:20]=[CH:19][CH:18]=[CH:17]3)[CH:7]=1, predict the reactants needed to synthesize it. The reactants are: [O:1]1[CH2:3][C@H:2]1[CH2:4][O:5][C:6]1[CH:7]=[C:8]([C:12]2[CH:13]=[CH:14][CH:15]=[C:16]3[C:21]=2[N:20]=[CH:19][CH:18]=[CH:17]3)[CH:9]=[CH:10][CH:11]=1.[CH2:22]1[C:31]2[C:26](=[CH:27][CH:28]=[CH:29][CH:30]=2)[CH2:25][CH2:24][NH:23]1. (5) Given the product [Cl:30][C:25]1[CH:24]=[C:23]([C:21]2[CH:22]=[C:17]([C:16](=[O:35])[NH:15][CH2:14][CH2:13][CH2:12][CH2:11][CH2:10][CH2:9][CH2:8][CH2:7][C:1]3[CH:6]=[CH:5][CH:4]=[CH:3][CH:2]=3)[CH:18]=[CH:19][C:20]=2[O:31][CH2:32][C:33]([OH:40])=[O:34])[CH:28]=[CH:27][C:26]=1[F:29], predict the reactants needed to synthesize it. The reactants are: [C:1]1([CH2:7][CH2:8][CH2:9][CH2:10][CH2:11][CH2:12][CH2:13][CH2:14][NH:15][C:16](=[O:35])[C:17]2[CH:22]=[C:21]([C:23]3[CH:28]=[CH:27][C:26]([F:29])=[C:25]([Cl:30])[CH:24]=3)[C:20]([O:31][CH2:32][CH2:33][OH:34])=[CH:19][CH:18]=2)[CH:6]=[CH:5][CH:4]=[CH:3][CH:2]=1.C[N+]1([O-])CC[O:40]CC1.O.CC#N. (6) Given the product [F:11][C:2]([F:1])([F:10])[C:3]1[CH:4]=[C:5]([NH:9][C:19](=[O:20])[O:21][C:22]([CH3:24])=[CH2:23])[CH:6]=[N:7][CH:8]=1, predict the reactants needed to synthesize it. The reactants are: [F:1][C:2]([F:11])([F:10])[C:3]1[CH:4]=[C:5]([NH2:9])[CH:6]=[N:7][CH:8]=1.CN1CCCC1.Cl[C:19]([O:21][C:22]([CH3:24])=[CH2:23])=[O:20].CCOC(C)=O. (7) Given the product [CH:3]1([C:9]2[C:10]3[CH:11]=[CH:12][C:13]([C:29]([OH:31])=[O:30])=[CH:14][C:15]=3[N:16]3[CH2:22][CH:21]([CH2:23][OH:24])[CH2:20][C:19]4[CH:25]=[CH:26][CH:27]=[CH:28][C:18]=4[C:17]=23)[CH2:4][CH2:5][CH2:6][CH2:7][CH2:8]1, predict the reactants needed to synthesize it. The reactants are: [OH-].[Na+].[CH:3]1([C:9]2[C:10]3[CH:11]=[CH:12][C:13]([C:29]([O:31]C)=[O:30])=[CH:14][C:15]=3[N:16]3[CH2:22][CH:21]([CH2:23][OH:24])[CH2:20][C:19]4[CH:25]=[CH:26][CH:27]=[CH:28][C:18]=4[C:17]=23)[CH2:8][CH2:7][CH2:6][CH2:5][CH2:4]1.Cl.